This data is from Forward reaction prediction with 1.9M reactions from USPTO patents (1976-2016). The task is: Predict the product of the given reaction. (1) Given the reactants [CH3:1][O:2][C:3](=[O:24])[C:4]1[CH:9]=[CH:8][C:7]([C:10]([O:12][N:13]2C(=O)C3C(=CC=CC=3)C2)=O)=[CH:6][C:5]=1[Br:23].CNN, predict the reaction product. The product is: [CH3:1][O:2][C:3](=[O:24])[C:4]1[CH:9]=[CH:8][C:7]([CH2:10][O:12][NH2:13])=[CH:6][C:5]=1[Br:23]. (2) Given the reactants [H-].[Na+].[O:3]=[C:4]1[C@H:10]([NH:11][C:12](=[O:18])[O:13][C:14]([CH3:17])([CH3:16])[CH3:15])[CH2:9][CH2:8][CH2:7][C@H:6]([C:19]2[CH:24]=[CH:23][CH:22]=[CH:21][CH:20]=2)[NH:5]1.[CH:25]1([CH2:28]Br)[CH2:27][CH2:26]1, predict the reaction product. The product is: [CH:25]1([CH2:28][N:5]2[C@@H:6]([C:19]3[CH:20]=[CH:21][CH:22]=[CH:23][CH:24]=3)[CH2:7][CH2:8][CH2:9][C@@H:10]([NH:11][C:12](=[O:18])[O:13][C:14]([CH3:17])([CH3:16])[CH3:15])[C:4]2=[O:3])[CH2:27][CH2:26]1. (3) Given the reactants Br[C:2]1[CH:3]=[CH:4][C:5]2[N:6]([N:8]=[CH:9][C:10]=2[C:11]([NH:13][C:14]2[CH:19]=[C:18]([C:20](=[O:36])[NH:21][CH2:22][C:23]3[CH:28]=[CH:27][CH:26]=[CH:25][C:24]=3[N:29]3[CH2:34][CH2:33][N:32]([CH3:35])[CH2:31][CH2:30]3)[CH:17]=[CH:16][C:15]=2[CH3:37])=[O:12])[CH:7]=1.CC12CC1(C)OB([C:46]1[N:50]([CH3:51])[N:49]=[CH:48][CH:47]=1)O2.C(=O)([O-])[O-].[Cs+].[Cs+].C(Cl)[Cl:59].Cl, predict the reaction product. The product is: [ClH:59].[CH3:51][N:50]1[C:46]([C:2]2[CH:3]=[CH:4][C:5]3[N:6]([N:8]=[CH:9][C:10]=3[C:11]([NH:13][C:14]3[CH:19]=[C:18]([C:20](=[O:36])[NH:21][CH2:22][C:23]4[CH:28]=[CH:27][CH:26]=[CH:25][C:24]=4[N:29]4[CH2:34][CH2:33][N:32]([CH3:35])[CH2:31][CH2:30]4)[CH:17]=[CH:16][C:15]=3[CH3:37])=[O:12])[CH:7]=2)=[CH:47][CH:48]=[N:49]1. (4) Given the reactants Cl.[C:2]1([CH3:10])[CH:7]=[CH:6][C:5]([NH:8]N)=[CH:4][CH:3]=1.[F:11][C:12]1[CH:17]=[CH:16][CH:15]=[CH:14][C:13]=1[CH2:18][CH2:19]Br.C(N(CC)CC)C.Cl.[CH3:29][N:30]1[CH2:35][CH2:34][C:33](=O)[CH2:32][CH2:31]1, predict the reaction product. The product is: [F:11][C:12]1[CH:17]=[CH:16][CH:15]=[CH:14][C:13]=1[CH2:18][CH2:19][N:8]1[C:5]2[CH:6]=[CH:7][C:2]([CH3:10])=[CH:3][C:4]=2[C:32]2[CH2:31][N:30]([CH3:29])[CH2:35][CH2:34][C:33]1=2. (5) Given the reactants [NH2:1][C@H:2]1[CH2:6][O:5][C@@H:4]([CH2:7][OH:8])[C@@H:3]1[O:9][CH2:10][C:11]1[CH:16]=[CH:15][CH:14]=[CH:13][CH:12]=1.[C:17](O[C:17]([O:19][C:20]([CH3:23])([CH3:22])[CH3:21])=[O:18])([O:19][C:20]([CH3:23])([CH3:22])[CH3:21])=[O:18], predict the reaction product. The product is: [CH2:10]([O:9][C@H:3]1[C@H:4]([CH2:7][OH:8])[O:5][CH2:6][C@@H:2]1[NH:1][C:17](=[O:18])[O:19][C:20]([CH3:23])([CH3:22])[CH3:21])[C:11]1[CH:16]=[CH:15][CH:14]=[CH:13][CH:12]=1. (6) Given the reactants Cl.[C:2]([O:6][C:7](=[O:14])[C@H:8]([C@H:10]([CH2:12][CH3:13])[CH3:11])[NH2:9])([CH3:5])([CH3:4])[CH3:3].C(N(CC)CC)C.Br[CH2:23][C:24]([O:26][CH2:27][CH3:28])=[O:25], predict the reaction product. The product is: [CH2:27]([O:26][C:24](=[O:25])[CH2:23][NH:9][C@@H:8]([C@@H:10]([CH3:11])[CH2:12][CH3:13])[C:7]([O:6][C:2]([CH3:4])([CH3:5])[CH3:3])=[O:14])[CH3:28]. (7) Given the reactants [CH3:1][O:2][C:3](=[O:15])[C:4]1[CH:9]=[C:8](Br)[C:7]([O:11][CH3:12])=[CH:6][C:5]=1[O:13][CH3:14].C([O-])([O-])=O.[Cs+].[Cs+].[CH2:22]1[CH2:26]OC[CH2:23]1, predict the reaction product. The product is: [CH3:1][O:2][C:3](=[O:15])[C:4]1[CH:9]=[C:8]([C:22]([CH3:26])=[CH2:23])[C:7]([O:11][CH3:12])=[CH:6][C:5]=1[O:13][CH3:14].